From a dataset of Catalyst prediction with 721,799 reactions and 888 catalyst types from USPTO. Predict which catalyst facilitates the given reaction. (1) Reactant: [I:1][CH3:2].[F:3][C:4]1[CH:9]=[CH:8][CH:7]=[CH:6][C:5]=1[N:10]1[C:18]2[C:13](=[C:14]([N:19]3[CH2:26][C@H:25]4[C@H:21]([CH2:22][N:23]([C:27]([N:29]5[CH:33]=[CH:32][N:31]=[CH:30]5)=[O:28])[CH2:24]4)[C:20]3=[O:34])[CH:15]=[CH:16][CH:17]=2)[CH:12]=[N:11]1. Product: [I-:1].[F:3][C:4]1[CH:9]=[CH:8][CH:7]=[CH:6][C:5]=1[N:10]1[C:18]2[C:13](=[C:14]([N:19]3[C:20](=[O:34])[CH:21]4[CH2:22][N:23]([C:27]([N:29]5[CH:33]=[CH:32][N+:31]([CH3:2])=[CH:30]5)=[O:28])[CH2:24][CH:25]4[CH2:26]3)[CH:15]=[CH:16][CH:17]=2)[CH:12]=[N:11]1. The catalyst class is: 10. (2) Reactant: Cl[C:2]1[N:7]2[N:8]=[CH:9][CH:10]=[C:6]2[N:5]=[C:4]([C:11]2[CH:16]=[CH:15][C:14]([Cl:17])=[CH:13][CH:12]=2)[CH:3]=1.C(N(CC)CC)C.[H][H]. The catalyst class is: 50. Product: [Cl:17][C:14]1[CH:13]=[CH:12][C:11]([C:4]2[CH:3]=[CH:2][N:7]3[N:8]=[CH:9][CH:10]=[C:6]3[N:5]=2)=[CH:16][CH:15]=1. (3) Reactant: [NH2:1][C:2]1[N:6]([C:7]2[CH:16]=[CH:15][C:10]3[NH:11][C:12]([CH3:14])=[N:13][C:9]=3[CH:8]=2)[N:5]=[CH:4][C:3]=1[C:17]([C:19]1[N:20](S(C2C=CC(C)=CC=2)(=O)=O)[C:21]2[C:26]([CH:27]=1)=[CH:25][C:24]([O:28][CH2:29][CH2:30][CH2:31][CH3:32])=[CH:23][CH:22]=2)=[O:18].[OH-].[Na+].Cl. Product: [NH2:1][C:2]1[N:6]([C:7]2[CH:16]=[CH:15][C:10]3[NH:11][C:12]([CH3:14])=[N:13][C:9]=3[CH:8]=2)[N:5]=[CH:4][C:3]=1[C:17]([C:19]1[NH:20][C:21]2[C:26]([CH:27]=1)=[CH:25][C:24]([O:28][CH2:29][CH2:30][CH2:31][CH3:32])=[CH:23][CH:22]=2)=[O:18]. The catalyst class is: 12.